Dataset: Catalyst prediction with 721,799 reactions and 888 catalyst types from USPTO. Task: Predict which catalyst facilitates the given reaction. (1) Reactant: Cl.Cl.[Cl:3][C:4]1[CH:9]=[CH:8][C:7]([N:10]2[CH2:15][CH2:14][NH:13][CH2:12][CH2:11]2)=[CH:6][CH:5]=1.Cl[S:17]([C:20]1[CH:21]=[C:22]([CH:26]=[CH:27][CH:28]=1)[C:23]([OH:25])=[O:24])(=[O:19])=[O:18].C(N(C(C)C)CC)(C)C. Product: [Cl:3][C:4]1[CH:5]=[CH:6][C:7]([N:10]2[CH2:15][CH2:14][N:13]([S:17]([C:20]3[CH:21]=[C:22]([CH:26]=[CH:27][CH:28]=3)[C:23]([OH:25])=[O:24])(=[O:19])=[O:18])[CH2:12][CH2:11]2)=[CH:8][CH:9]=1. The catalyst class is: 4. (2) Reactant: [Br:1][C:2]1[C:3]([F:14])=[CH:4][CH:5]=[C:6]2[C:11]=1[NH:10][C:9](=O)[C:8]([CH3:13])=[N:7]2.[NH2:15][C:16]([CH3:20])([CH3:19])[CH2:17][OH:18].CCOC(C)=O. Product: [Br:1][C:2]1[C:3]([F:14])=[CH:4][CH:5]=[C:6]2[C:11]=1[N:10]=[C:9]([NH:15][C:16]([CH3:20])([CH3:19])[CH2:17][OH:18])[C:8]([CH3:13])=[N:7]2. The catalyst class is: 16. (3) Reactant: [C:1]1([CH3:35])[CH:6]=[CH:5][C:4]([C:7]2[N:8]=[C:9]3[CH2:23][CH2:22][CH2:21][N:20]([CH2:24][CH2:25][CH2:26][CH2:27][CH:28]([OH:34])[CH2:29][C:30]([O:32]C)=[O:31])[C:10]3=[N:11][C:12]=2[C:13]2[CH:18]=[CH:17][C:16]([CH3:19])=[CH:15][CH:14]=2)=[CH:3][CH:2]=1.[OH-].[Na+]. Product: [C:1]1([CH3:35])[CH:2]=[CH:3][C:4]([C:7]2[N:8]=[C:9]3[CH2:23][CH2:22][CH2:21][N:20]([CH2:24][CH2:25][CH2:26][CH2:27][CH:28]([OH:34])[CH2:29][C:30]([OH:32])=[O:31])[C:10]3=[N:11][C:12]=2[C:13]2[CH:14]=[CH:15][C:16]([CH3:19])=[CH:17][CH:18]=2)=[CH:5][CH:6]=1. The catalyst class is: 88. (4) Reactant: [C:1]([NH:4][C:5]1[NH:9][N:8]=[C:7]([C:10]([O:12]CC)=[O:11])[N:6]=1)(=[O:3])[CH3:2].Cl. The catalyst class is: 611. Product: [C:1]([NH:4][C:5]1[NH:9][N:8]=[C:7]([C:10]([OH:12])=[O:11])[N:6]=1)(=[O:3])[CH3:2]. (5) Reactant: [NH2:1][C:2]1[CH:11]=[C:10]2[C:5]([CH2:6][CH2:7][CH:8]([C:12]([O:14][CH3:15])=[O:13])[CH2:9]2)=[CH:4][CH:3]=1.Cl.C(N(CC)CC)C.[C:24]1([N:30]=[C:31]=[O:32])[CH:29]=[CH:28][CH:27]=[CH:26][CH:25]=1. Product: [C:24]1([NH:30][C:31](=[O:32])[NH:1][C:2]2[CH:11]=[C:10]3[C:5]([CH2:6][CH2:7][CH:8]([C:12]([O:14][CH3:15])=[O:13])[CH2:9]3)=[CH:4][CH:3]=2)[CH:29]=[CH:28][CH:27]=[CH:26][CH:25]=1. The catalyst class is: 9. (6) Reactant: [CH3:1][C:2]1[CH:10]=[C:9]([N:11]2[CH:15]=[CH:14][CH:13]=[N:12]2)[CH:8]=[CH:7][C:3]=1[C:4](O)=[O:5].S(Cl)([Cl:18])=O.CN1CCCC1=O. Product: [CH3:1][C:2]1[CH:10]=[C:9]([N:11]2[CH:15]=[CH:14][CH:13]=[N:12]2)[CH:8]=[CH:7][C:3]=1[C:4]([Cl:18])=[O:5]. The catalyst class is: 4. (7) Reactant: [S:1]1[C:5]2[CH:6]=[CH:7][CH:8]=[CH:9][C:4]=2[NH:3][CH2:2]1.NC1C=CC=CC=1S.C=O.[C:20]([C:22]1[CH:23]=[C:24]([CH:28]=[CH:29][C:30]=1[O:31][CH3:32])[C:25](Cl)=[O:26])#[N:21]. Product: [C:20]([C:22]1[CH:23]=[C:24]([CH:28]=[CH:29][C:30]=1[O:31][CH3:32])[C:25]([N:3]1[C:4]2[CH:9]=[CH:8][CH:7]=[CH:6][C:5]=2[S:1][CH2:2]1)=[O:26])#[N:21]. The catalyst class is: 542. (8) Product: [Cl:1][C:2]1[N:3]=[C:4]([NH:21][CH2:13][CH2:14][C:15]2[CH:20]=[CH:19][CH:18]=[CH:17][CH:16]=2)[C:5]2[CH:10]=[C:9]([CH3:11])[S:8][C:6]=2[N:7]=1. Reactant: [Cl:1][C:2]1[N:3]=[C:4](Cl)[C:5]2[CH:10]=[C:9]([CH3:11])[S:8][C:6]=2[N:7]=1.[CH2:13]([NH2:21])[CH2:14][C:15]1[CH:20]=[CH:19][CH:18]=[CH:17][CH:16]=1.C(=O)([O-])[O-].[K+].[K+].O. The catalyst class is: 10. (9) Reactant: [O:1]=[C:2]1[C:10]2[C:5](=[CH:6][C:7]([S:11][C:12]3[CH:17]=[CH:16][CH:15]=[CH:14][CH:13]=3)=[CH:8][CH:9]=2)[C:4](=[O:18])[N:3]1[CH2:19][C:20]([OH:22])=[O:21].S(=O)(=O)(O)O.[C:28](=O)(O)[O-].[Na+]. Product: [CH3:28][O:21][C:20](=[O:22])[CH2:19][N:3]1[C:4](=[O:18])[C:5]2[C:10](=[CH:9][CH:8]=[C:7]([S:11][C:12]3[CH:17]=[CH:16][CH:15]=[CH:14][CH:13]=3)[CH:6]=2)[C:2]1=[O:1]. The catalyst class is: 5.